This data is from Full USPTO retrosynthesis dataset with 1.9M reactions from patents (1976-2016). The task is: Predict the reactants needed to synthesize the given product. (1) Given the product [Br:1][C:2]1[CH:3]=[C:4]([F:36])[C:5]([CH3:22])=[C:6]([C:8]2[C:9](=[O:21])[NH:10][C:11]3([CH2:14][CH2:15][N:16]([O:19][CH3:20])[CH2:17][CH2:18]3)[C:12]=2[OH:13])[CH:7]=1, predict the reactants needed to synthesize it. The reactants are: [Br:1][C:2]1[C:3](F)=[CH:4][C:5]([CH3:22])=[C:6]([C:8]2[C:9](=[O:21])[NH:10][C:11]3([CH2:18][CH2:17][N:16]([O:19][CH3:20])[CH2:15][CH2:14]3)[C:12]=2[OH:13])[CH:7]=1.BrC1C=C([F:36])C(C)=C(CC(O)=O)C=1. (2) Given the product [Cl:27][C:25]1[CH:24]=[CH:23][C:22]([O:28][CH:29]([F:31])[F:30])=[C:21]([C:6]2[C:7]([NH:9][C:10]([C:12]3[CH:13]=[N:14][N:15]4[CH:20]=[CH:19][CH:18]=[N:17][C:16]=34)=[O:11])=[CH:8][N:4]([CH2:3][C@@H:2]([N:37]([CH3:36])[CH3:33])[CH3:32])[N:5]=2)[CH:26]=1, predict the reactants needed to synthesize it. The reactants are: N[C@@H:2]([CH3:32])[CH2:3][N:4]1[CH:8]=[C:7]([NH:9][C:10]([C:12]2[CH:13]=[N:14][N:15]3[CH:20]=[CH:19][CH:18]=[N:17][C:16]=23)=[O:11])[C:6]([C:21]2[CH:26]=[C:25]([Cl:27])[CH:24]=[CH:23][C:22]=2[O:28][CH:29]([F:31])[F:30])=[N:5]1.[CH2:33]=O.[BH3-][C:36]#[N:37].[Na+].